Dataset: Reaction yield outcomes from USPTO patents with 853,638 reactions. Task: Predict the reaction yield, written as a fraction of the theoretical maximum amount of product (1.0 means a 100% yield; for example, 0.34 means a 34% yield). (1) The reactants are [NH:1]1[C:9]2[C:4](=[CH:5][CH:6]=[CH:7][N:8]=2)[CH:3]=[CH:2]1.C1C=C(Cl)C=C(C(OO)=[O:18])C=1.C(=O)([O-])[O-].[K+].[K+]. The catalyst is C(OCC)(=O)C.O. The product is [N+:1]1([O-:18])[CH:2]=[CH:3][C:4]2[C:9]=1[NH:8][CH:7]=[CH:6][CH:5]=2. The yield is 0.580. (2) The reactants are ClC(Cl)(Cl)C[O:4][C:5](=[O:36])[C:6]1[CH:11]=[CH:10][CH:9]=[CH:8][C:7]=1[CH2:12][S:13][C:14]1[CH:19]=[CH:18][CH:17]=[C:16]([CH2:20][C:21]([O:23][CH2:24][CH2:25][C:26]2[CH:31]=[CH:30][C:29]([C:32]([F:35])([F:34])[F:33])=[CH:28][CH:27]=2)=[O:22])[CH:15]=1.CC(O)=O.C(Cl)Cl. The catalyst is CCCCCCC.CCOC(C)=O.[Zn]. The product is [F:34][C:32]([F:33])([F:35])[C:29]1[CH:28]=[CH:27][C:26]([CH2:25][CH2:24][O:23][C:21]([CH2:20][C:16]2[CH:15]=[C:14]([S:13][CH2:12][C:7]3[CH:8]=[CH:9][CH:10]=[CH:11][C:6]=3[C:5]([OH:36])=[O:4])[CH:19]=[CH:18][CH:17]=2)=[O:22])=[CH:31][CH:30]=1. The yield is 0.690. (3) The reactants are [Cl:1][C:2]1[CH:7]=[CH:6][C:5]([CH2:8][OH:9])=[CH:4][C:3]=1[S:10]([NH2:13])(=[O:12])=[O:11]. The catalyst is O1CCCC1.O=[Mn]=O. The product is [Cl:1][C:2]1[CH:7]=[CH:6][C:5]([CH:8]=[O:9])=[CH:4][C:3]=1[S:10]([NH2:13])(=[O:12])=[O:11]. The yield is 0.800. (4) The reactants are [NH:1]1[CH:5]=[CH:4][C:3]([N:6]2[C:14](=[O:15])[C:13]3[C:8](=[CH:9][CH:10]=[CH:11][CH:12]=3)[C:7]2=[O:16])=[N:2]1.C(=O)([O-])[O-].[K+].[K+].[F:23][C:24]1[C:29]([CH2:30]O)=[C:28]([F:32])[CH:27]=[CH:26][C:25]=1[NH:33][C:34](=[O:36])[CH3:35]. The catalyst is C(#N)C. The product is [O:16]=[C:7]1[C:8]2[C:13](=[CH:12][CH:11]=[CH:10][CH:9]=2)[C:14](=[O:15])[N:6]1[C:3]1[CH:4]=[CH:5][N:1]([CH2:30][C:29]2[C:24]([F:23])=[C:25]([NH:33][C:34](=[O:36])[CH3:35])[CH:26]=[CH:27][C:28]=2[F:32])[N:2]=1. The yield is 0.235. (5) The reactants are [Cl:1][CH2:2][CH2:3][O:4][C:5]1[C:6]([O:18][CH3:19])=[CH:7][C:8]([N+:15]([O-])=O)=[C:9]([CH:14]=1)[C:10]([O:12][CH3:13])=[O:11]. The catalyst is [Pd].CCOC(C)=O.CO. The product is [NH2:15][C:8]1[CH:7]=[C:6]([O:18][CH3:19])[C:5]([O:4][CH2:3][CH2:2][Cl:1])=[CH:14][C:9]=1[C:10]([O:12][CH3:13])=[O:11]. The yield is 0.990. (6) The reactants are [CH2:1]([C:3]1[C:4]([O:14][CH3:15])=[N:5][C:6]([CH3:13])=[C:7]([CH:12]=1)[C:8]([NH:10][OH:11])=[NH:9])[CH3:2].[CH2:16](OC(OCC)OCC)C.B(F)(F)F.CCOCC. No catalyst specified. The product is [CH2:1]([C:3]1[C:4]([O:14][CH3:15])=[N:5][C:6]([CH3:13])=[C:7]([C:8]2[N:9]=[CH:16][O:11][N:10]=2)[CH:12]=1)[CH3:2]. The yield is 0.150.